From a dataset of Cav3 T-type calcium channel HTS with 100,875 compounds. Binary Classification. Given a drug SMILES string, predict its activity (active/inactive) in a high-throughput screening assay against a specified biological target. The drug is O=C(N1CC(CCC1)C(OCC)=O)C1CN(C(=O)C1)c1ccc(cc1)C. The result is 0 (inactive).